This data is from Full USPTO retrosynthesis dataset with 1.9M reactions from patents (1976-2016). The task is: Predict the reactants needed to synthesize the given product. (1) Given the product [CH3:30][N:2]([CH3:1])[CH2:3][CH2:4][N:5]([CH3:29])[CH2:6][CH2:7][N:8]1[C:16]2[C:11](=[CH:12][C:13]([O:17][CH3:18])=[CH:14][CH:15]=2)[C:10](/[CH:19]=[C:42]2\[O:43][C:39]3[CH:38]=[CH:37][C:36]([NH:35][C:33]([NH:32][CH3:31])=[O:34])=[CH:45][C:40]=3[C:41]\2=[O:44])=[C:9]1[C:21]1[C:22]([CH3:28])=[N:23][N:24]([CH3:27])[C:25]=1[CH3:26], predict the reactants needed to synthesize it. The reactants are: [CH3:1][N:2]([CH3:30])[CH2:3][CH2:4][N:5]([CH3:29])[CH2:6][CH2:7][N:8]1[C:16]2[C:11](=[CH:12][C:13]([O:17][CH3:18])=[CH:14][CH:15]=2)[C:10]([CH:19]=O)=[C:9]1[C:21]1[C:22]([CH3:28])=[N:23][N:24]([CH3:27])[C:25]=1[CH3:26].[CH3:31][NH:32][C:33]([NH:35][C:36]1[CH:37]=[CH:38][C:39]2[O:43][CH2:42][C:41](=[O:44])[C:40]=2[CH:45]=1)=[O:34].C([O-])([O-])=O.[Na+].[Na+].CCOC(C)=O. (2) The reactants are: [OH:1][C:2]1[CH:3]=[C:4]2[C:9](=[CH:10][CH:11]=1)[CH:8]=[C:7]([C@:12]1([CH3:18])[CH2:16][O:15][C:14](=[O:17])[NH:13]1)[CH:6]=[CH:5]2.C(#N)C.[Br:22]N1C(=O)CCC1=O. Given the product [Br:22][C:3]1[C:2]([OH:1])=[CH:11][CH:10]=[C:9]2[C:4]=1[CH:5]=[CH:6][C:7]([C@:12]1([CH3:18])[CH2:16][O:15][C:14](=[O:17])[NH:13]1)=[CH:8]2, predict the reactants needed to synthesize it.